Dataset: Full USPTO retrosynthesis dataset with 1.9M reactions from patents (1976-2016). Task: Predict the reactants needed to synthesize the given product. Given the product [CH2:6]([O:8][C:9](=[O:22])[CH2:10][N:11]1[C:19]2[C:14](=[CH:15][C:16]([F:20])=[CH:17][CH:18]=2)[C:13]([S:2](=[O:5])(=[O:3])[NH:37][C:36]2[CH:38]=[CH:39][C:33]([Cl:32])=[CH:34][CH:35]=2)=[C:12]1[CH3:21])[CH3:7], predict the reactants needed to synthesize it. The reactants are: Cl[S:2]([OH:5])(=O)=[O:3].[CH2:6]([O:8][C:9](=[O:22])[CH2:10][N:11]1[C:19]2[C:14](=[CH:15][C:16]([F:20])=[CH:17][CH:18]=2)[CH:13]=[C:12]1[CH3:21])[CH3:7].C(N(CC)C(C)C)(C)C.[Cl:32][C:33]1[CH:39]=[CH:38][C:36]([NH2:37])=[CH:35][CH:34]=1.